Dataset: Full USPTO retrosynthesis dataset with 1.9M reactions from patents (1976-2016). Task: Predict the reactants needed to synthesize the given product. The reactants are: [Br:1][C:2]1[CH:7]=[CH:6][C:5](I)=[CH:4][C:3]=1[F:9].[N:10]1[CH:15]=[CH:14][C:13](B(O)O)=[CH:12][CH:11]=1.C([O-])([O-])=O.[Na+].[Na+]. Given the product [Br:1][C:2]1[CH:7]=[CH:6][C:5]([C:13]2[CH:14]=[CH:15][N:10]=[CH:11][CH:12]=2)=[CH:4][C:3]=1[F:9], predict the reactants needed to synthesize it.